This data is from Full USPTO retrosynthesis dataset with 1.9M reactions from patents (1976-2016). The task is: Predict the reactants needed to synthesize the given product. (1) Given the product [F:17][C:14]1[CH:15]=[CH:16][C:11]([CH:8]2[N:7]([S:18]([C:21]3[CH:22]=[CH:23][C:24]([CH3:27])=[CH:25][CH:26]=3)(=[O:20])=[O:19])[CH:6]([CH2:5][CH2:4][CH2:3][CH2:2][N:28]3[CH:32]=[N:31][N:30]=[N:29]3)[CH2:10][CH2:9]2)=[CH:12][CH:13]=1, predict the reactants needed to synthesize it. The reactants are: Cl[CH2:2][CH2:3][CH2:4][CH2:5][CH:6]1[CH2:10][CH2:9][CH:8]([C:11]2[CH:16]=[CH:15][C:14]([F:17])=[CH:13][CH:12]=2)[N:7]1[S:18]([C:21]1[CH:26]=[CH:25][C:24]([CH3:27])=[CH:23][CH:22]=1)(=[O:20])=[O:19].[NH:28]1[CH:32]=[N:31][N:30]=[N:29]1. (2) Given the product [OH:8][C:9]1[CH:14]=[C:13]([CH2:15][CH2:16][C:17](=[O:20])[CH2:18][CH3:19])[CH:12]=[CH:11][C:10]=1[N:21]1[S:25](=[O:27])(=[O:26])[NH:24][C:23](=[O:28])[CH2:22]1, predict the reactants needed to synthesize it. The reactants are: C([O:8][C:9]1[CH:14]=[C:13](/[CH:15]=[CH:16]/[C:17](=[O:20])[CH2:18][CH3:19])[CH:12]=[CH:11][C:10]=1[N:21]1[S:25](=[O:27])(=[O:26])[NH:24][C:23](=[O:28])[CH2:22]1)C1C=CC=CC=1.C([O-])([O-])=O.[K+].[K+].